This data is from Reaction yield outcomes from USPTO patents with 853,638 reactions. The task is: Predict the reaction yield, written as a fraction of the theoretical maximum amount of product (1.0 means a 100% yield; for example, 0.34 means a 34% yield). (1) The reactants are C(=O)(OC(C)(C)C)[NH2:2].Br[C:10]1[C:11]([F:20])=[C:12]([CH:17]=[CH:18][CH:19]=1)[C:13]([O:15][CH3:16])=[O:14].C(Cl)(Cl)Cl.C(=O)([O-])[O-].[Cs+].[Cs+].N#N.C(O)(C(F)(F)F)=O. The catalyst is C1C=CC(/C=C/C(/C=C/C2C=CC=CC=2)=O)=CC=1.C1C=CC(/C=C/C(/C=C/C2C=CC=CC=2)=O)=CC=1.C1C=CC(/C=C/C(/C=C/C2C=CC=CC=2)=O)=CC=1.[Pd].[Pd].CC1(C)C2C(=C(P(C3C=CC=CC=3)C3C=CC=CC=3)C=CC=2)OC2C(P(C3C=CC=CC=3)C3C=CC=CC=3)=CC=CC1=2.C1(C)C=CC=CC=1. The product is [NH2:2][C:10]1[C:11]([F:20])=[C:12]([CH:17]=[CH:18][CH:19]=1)[C:13]([O:15][CH3:16])=[O:14]. The yield is 0.760. (2) The yield is 0.790. The product is [CH:1]1([C:7]2[C:15]3[C:10](=[CH:11][C:12]([C:16]([OH:18])=[O:17])=[CH:13][CH:14]=3)[NH:9][CH:8]=2)[CH2:2][CH2:3][CH2:4][CH2:5][CH2:6]1. The catalyst is C1COCC1. The reactants are [C:1]1([C:7]2[C:15]3[C:10](=[CH:11][C:12]([C:16]([OH:18])=[O:17])=[CH:13][CH:14]=3)[NH:9][CH:8]=2)[CH2:6][CH2:5][CH2:4][CH2:3][CH:2]=1.CO.